This data is from Full USPTO retrosynthesis dataset with 1.9M reactions from patents (1976-2016). The task is: Predict the reactants needed to synthesize the given product. (1) Given the product [C:33]([N:32]1[CH2:37][CH2:38][N:1]([C:2]2[CH:3]=[CH:4][C:5]3[C:6]4[N:14]=[C:13]([C:15]5[CH:20]=[CH:19][CH:18]=[C:17]([C:21]([F:24])([F:23])[F:22])[CH:16]=5)[CH:12]=[C:11]([C:25]([NH2:27])=[O:26])[C:7]=4[NH:8][C:9]=3[CH:10]=2)[CH2:30][CH2:31]1)([CH3:36])([CH3:35])[CH3:34], predict the reactants needed to synthesize it. The reactants are: [NH2:1][C:2]1[CH:3]=[CH:4][C:5]2[C:6]3[N:14]=[C:13]([C:15]4[CH:20]=[CH:19][CH:18]=[C:17]([C:21]([F:24])([F:23])[F:22])[CH:16]=4)[CH:12]=[C:11]([C:25]([NH2:27])=[O:26])[C:7]=3[NH:8][C:9]=2[CH:10]=1.Cl.Cl[CH2:30][CH2:31][N:32]([CH2:37][CH2:38]Cl)[C:33]([CH3:36])([CH3:35])[CH3:34].C([O-])([O-])=O.[Na+].[Na+]. (2) Given the product [NH2:8][C:7]1[C:4]([C:5]#[N:6])=[C:3]([S:2][CH3:1])[C:13]([C:11]#[N:12])=[C:14]([SH:15])[N:16]=1, predict the reactants needed to synthesize it. The reactants are: [CH3:1][S:2][C:3](SC)=[C:4]([C:7]#[N:8])[C:5]#[N:6].[C:11]([CH2:13][C:14]([NH2:16])=[S:15])#[N:12].C(N(CC)CC)C.Cl. (3) Given the product [NH2:1][C:2]1[S:3][CH:4]=[C:5](/[C:7](=[N:25]/[OH:26])/[C:8]([NH:10][C@@H:11]2[C:23](=[O:24])[N:13]3[C:14]([C:20]([OH:22])=[O:21])=[C:15]([CH:18]=[CH2:19])[CH2:16][S:17][C@H:12]23)=[O:9])[N:6]=1, predict the reactants needed to synthesize it. The reactants are: [NH2:1][C:2]1[S:3][CH:4]=[C:5](/[C:7](=[N:25]/[OH:26])/[C:8]([NH:10][C@@H:11]2[C:23](=[O:24])[N:13]3[C:14]([C:20]([O-:22])=[O:21])=[C:15]([CH:18]=[CH2:19])[CH2:16][S:17][C@H:12]23)=[O:9])[N:6]=1.[NH4+].O.C.C(N(CC(O)=O)CC(O)=O)CN(CC(O)=O)CC(O)=O. (4) Given the product [CH2:11]([C:8]1[CH:9]=[CH:10][C:5]([O:4][C:2](=[O:3])[NH:32][N:23]2[CH2:24][CH2:25][C:26]3[C:31](=[CH:30][CH:29]=[CH:28][CH:27]=3)[CH2:22]2)=[CH:6][CH:7]=1)[CH2:12][CH3:13], predict the reactants needed to synthesize it. The reactants are: Cl[C:2]([O:4][C:5]1[CH:10]=[CH:9][C:8]([CH2:11][CH2:12][CH3:13])=[CH:7][CH:6]=1)=[O:3].C(N(CC)CC)C.Cl.[CH2:22]1[C:31]2[C:26](=[CH:27][CH:28]=[CH:29][CH:30]=2)[CH2:25][CH2:24][N:23]1[NH2:32]. (5) Given the product [C:14]([O:18][C:19]([N:21]1[CH2:26][CH2:25][N:24]([C:2]2[C:11]3[C:6](=[CH:7][C:8]([Cl:12])=[CH:9][CH:10]=3)[NH:5][C:4](=[O:13])[CH:3]=2)[CH2:23][CH2:22]1)=[O:20])([CH3:17])([CH3:15])[CH3:16], predict the reactants needed to synthesize it. The reactants are: Cl[C:2]1[C:11]2[C:6](=[CH:7][C:8]([Cl:12])=[CH:9][CH:10]=2)[NH:5][C:4](=[O:13])[CH:3]=1.[C:14]([O:18][C:19]([N:21]1[CH2:26][CH2:25][NH:24][CH2:23][CH2:22]1)=[O:20])([CH3:17])([CH3:16])[CH3:15].N1CCNCC1. (6) Given the product [CH3:45][CH2:46][CH2:47][CH2:48][CH2:49][CH:44]=[CH:43][CH2:41][CH:25]([OH:27])[CH:24]=[CH:23][CH:22]=[CH:28][CH2:55][CH:56]=[CH:8][CH2:7][CH2:6][CH2:2][C:3]([OH:5])=[O:4], predict the reactants needed to synthesize it. The reactants are: N[C@@H:2]([CH2:6][CH2:7][C:8](N[C@H](C(NCC(O)=O)=O)CS)=O)[C:3]([OH:5])=[O:4].N[C@H:22]([C:28]([O-])=O)[CH2:23][CH2:24][C:25]([O-:27])=O.CC1(C)S[C@@H]2[C@H](N[C:41]([CH2:43][C:44]3[CH:45]=[CH:46][CH:47]=[CH:48][CH:49]=3)=O)C(=O)N2[C@H]1C([O-])=O.[K+].[CH3:55][C@@H:56]1O[C@@H](O[C@H]2[C@H](O)[C@@H](O)[C@H](NC(N)=N)[C@@H](O)[C@@H]2NC(N)=N)[C@H](O[C@@H]2O[C@@H](CO)[C@H](O)[C@@H](O)[C@@H]2NC)[C@@]1(O)C=O. (7) Given the product [NH2:16][CH:17]([CH2:20][C:21]1[CH:26]=[CH:25][N:24]=[C:23]([Cl:27])[CH:22]=1)[C:18]#[N:19], predict the reactants needed to synthesize it. The reactants are: O.Cl.C(=[N:16][CH:17]([CH2:20][C:21]1[CH:26]=[CH:25][N:24]=[C:23]([Cl:27])[CH:22]=1)[C:18]#[N:19])(C1C=CC=CC=1)C1C=CC=CC=1.